Dataset: Full USPTO retrosynthesis dataset with 1.9M reactions from patents (1976-2016). Task: Predict the reactants needed to synthesize the given product. (1) Given the product [NH:17]1[C:25]2[C:20](=[C:21]([C:2]3[N:7]=[C:6]4[N:8]([CH3:11])[N:9]=[CH:10][C:5]4=[C:4]([NH:12][CH2:13][CH2:14][O:15][CH3:16])[N:3]=3)[CH:22]=[CH:23][CH:24]=2)[CH:19]=[N:18]1, predict the reactants needed to synthesize it. The reactants are: Cl[C:2]1[N:7]=[C:6]2[N:8]([CH3:11])[N:9]=[CH:10][C:5]2=[C:4]([NH:12][CH2:13][CH2:14][O:15][CH3:16])[N:3]=1.[NH:17]1[C:25]2[C:20](=[CH:21][CH:22]=[CH:23][CH:24]=2)[C:19](B2OC(C)(C)C(C)(C)O2)=[N:18]1. (2) Given the product [F:12][C:13]1[CH:20]=[CH:19][C:18]([I:21])=[CH:17][C:14]=1[CH:15]=[N:2][NH:1][C:3]1[CH:4]=[CH:5][C:6]([C:7]([OH:9])=[O:8])=[CH:10][CH:11]=1, predict the reactants needed to synthesize it. The reactants are: [NH:1]([C:3]1[CH:11]=[CH:10][C:6]([C:7]([OH:9])=[O:8])=[CH:5][CH:4]=1)[NH2:2].[F:12][C:13]1[CH:20]=[CH:19][C:18]([I:21])=[CH:17][C:14]=1[CH:15]=O.C(=O)([O-])[O-].[Cs+].[Cs+].Cl. (3) Given the product [Si:21]([O:1][C@H:2]([CH3:11])[CH2:3][CH2:4][CH2:5][C:6]([O:8][CH2:9][CH3:10])=[O:7])([C:17]([CH3:20])([CH3:19])[CH3:18])([C:28]1[CH:29]=[CH:30][CH:31]=[CH:32][CH:33]=1)[C:22]1[CH:27]=[CH:26][CH:25]=[CH:24][CH:23]=1, predict the reactants needed to synthesize it. The reactants are: [OH:1][C@H:2]([CH3:11])[CH2:3][CH2:4][CH2:5][C:6]([O:8][CH2:9][CH3:10])=[O:7].N1C=CN=C1.[C:17]([Si:21](Cl)([C:28]1[CH:33]=[CH:32][CH:31]=[CH:30][CH:29]=1)[C:22]1[CH:27]=[CH:26][CH:25]=[CH:24][CH:23]=1)([CH3:20])([CH3:19])[CH3:18].O. (4) The reactants are: [CH3:1][C:2]1[CH:7]=[C:6]([C:8]([CH3:10])=[O:9])[C:5]([OH:11])=[C:4]([N+:12]([O-:14])=[O:13])[CH:3]=1.[CH2:15]([O:22][C:23]1[CH:30]=[CH:29][C:26]([CH:27]=O)=[CH:25][C:24]=1[N+:31]([O-:33])=[O:32])[C:16]1[CH:21]=[CH:20][CH:19]=[CH:18][CH:17]=1.[OH-].[Na+].Cl. Given the product [CH2:15]([O:22][C:23]1[CH:30]=[CH:29][C:26](/[CH:27]=[CH:10]/[C:8]([C:6]2[CH:7]=[C:2]([CH3:1])[CH:3]=[C:4]([N+:12]([O-:14])=[O:13])[C:5]=2[OH:11])=[O:9])=[CH:25][C:24]=1[N+:31]([O-:33])=[O:32])[C:16]1[CH:17]=[CH:18][CH:19]=[CH:20][CH:21]=1, predict the reactants needed to synthesize it. (5) Given the product [CH:1]([C:4]1[N:5]([CH3:21])[CH:6]=[C:7]([C:9]([CH3:10])([C:11]2[CH:16]=[CH:15][CH:14]=[C:13]([N+:17]([O-:19])=[O:18])[CH:12]=2)[CH3:20])[N:8]=1)([CH3:3])[CH3:2], predict the reactants needed to synthesize it. The reactants are: [CH:1]([C:4]1[NH:5][CH:6]=[C:7]([C:9]([CH3:20])([C:11]2[CH:16]=[CH:15][CH:14]=[C:13]([N+:17]([O-:19])=[O:18])[CH:12]=2)[CH3:10])[N:8]=1)([CH3:3])[CH3:2].[C:21](=O)([O-])[O-].[K+].[K+].IC. (6) The reactants are: [C:1]([C:4]1[CH:5]=[C:6]([C:10]([O:12]C)=[O:11])[CH:7]=[N:8][CH:9]=1)(=[O:3])[CH3:2].[OH-].[Na+].Cl. Given the product [C:1]([C:4]1[CH:5]=[C:6]([C:10]([OH:12])=[O:11])[CH:7]=[N:8][CH:9]=1)(=[O:3])[CH3:2], predict the reactants needed to synthesize it. (7) Given the product [CH3:30][O:29][N:27]([CH3:28])[C:25](=[O:26])[CH2:24][CH2:23][N:6]1[CH2:7][CH2:8][N:9]([C:10]2[CH:15]=[CH:14][CH:13]=[C:12]([O:16][C:17]([F:20])([F:19])[F:18])[CH:11]=2)[CH:4]([CH3:3])[C:5]1=[O:21], predict the reactants needed to synthesize it. The reactants are: [H-].[Na+].[CH3:3][CH:4]1[N:9]([C:10]2[CH:15]=[CH:14][CH:13]=[C:12]([O:16][C:17]([F:20])([F:19])[F:18])[CH:11]=2)[CH2:8][CH2:7][NH:6][C:5]1=[O:21].Br[CH2:23][CH2:24][C:25]([N:27]([O:29][CH3:30])[CH3:28])=[O:26].